Dataset: Full USPTO retrosynthesis dataset with 1.9M reactions from patents (1976-2016). Task: Predict the reactants needed to synthesize the given product. (1) Given the product [CH:1]([C:4]1[N:5]([CH2:17][C:18]2[CH:22]=[C:21]([CH3:23])[O:20][N:19]=2)[C:6]2[C:11]([C:12]=1[C:13]([OH:31])=[O:14])=[CH:10][CH:9]=[C:8]([O:15][CH3:16])[CH:7]=2)([CH3:3])[CH3:2], predict the reactants needed to synthesize it. The reactants are: [CH:1]([C:4]1[N:5]([CH2:17][C:18]2[CH:22]=[C:21]([CH3:23])[O:20][N:19]=2)[C:6]2[C:11]([C:12]=1[CH:13]=[O:14])=[CH:10][CH:9]=[C:8]([O:15][CH3:16])[CH:7]=2)([CH3:3])[CH3:2].FC1C=C(C=CC=1F)CNC(C1C2C(=CC(OC(C)C)=CC=2)N(CC2OC=CN=2)C=1C(C)C)=[O:31]. (2) The reactants are: Cl[C:2]1[CH:3]=[C:4]([CH2:19][N:20]2[C:24]([CH3:25])=[CH:23][C:22]([NH:26][C:27](=[O:31])[CH:28]([CH3:30])[CH3:29])=[N:21]2)[C:5]2[O:9][C:8]([C:10]3[CH:15]=CC(C#N)=C[CH:11]=3)=[CH:7][C:6]=2[CH:18]=1.[NH2:32][C:33]1C=C(C)N(CC2C3OC(C(C)C)=CC=3C=C(C#N)C=2)N=1. Given the product [C:33]([C:2]1[CH:3]=[C:4]([CH2:19][N:20]2[C:24]([CH3:25])=[CH:23][C:22]([NH:26][C:27](=[O:31])[CH:28]([CH3:29])[CH3:30])=[N:21]2)[C:5]2[O:9][C:8]([CH:10]([CH3:15])[CH3:11])=[CH:7][C:6]=2[CH:18]=1)#[N:32], predict the reactants needed to synthesize it. (3) Given the product [CH2:11]([O:18][C:19]1[CH:20]=[CH:21][C:22]([NH:23][CH:2]2[CH2:6][CH2:5][CH:4]([C:7]([OH:9])=[O:8])[CH2:3]2)=[CH:24][CH:25]=1)[C:12]1[CH:13]=[CH:14][CH:15]=[CH:16][CH:17]=1, predict the reactants needed to synthesize it. The reactants are: O=[C:2]1[CH2:6][CH2:5][CH:4]([C:7]([OH:9])=[O:8])[CH2:3]1.Cl.[CH2:11]([O:18][C:19]1[CH:25]=[CH:24][C:22]([NH2:23])=[CH:21][CH:20]=1)[C:12]1[CH:17]=[CH:16][CH:15]=[CH:14][CH:13]=1.C([BH3-])#N.CC(O)=O. (4) Given the product [CH3:13][C:12]([CH3:15])([CH3:14])[C@@H:10]([N:7]1[CH2:8][CH2:9][C@@:4]([C:17]2[CH:22]=[CH:21][C:20]([F:23])=[CH:19][CH:18]=2)([CH2:1][CH2:2][OH:24])[NH:5][C:6]1=[O:16])[CH3:11], predict the reactants needed to synthesize it. The reactants are: [CH2:1]([C@:4]1([C:17]2[CH:22]=[CH:21][C:20]([F:23])=[CH:19][CH:18]=2)[CH2:9][CH2:8][N:7]([C@H:10]([C:12]([CH3:15])([CH3:14])[CH3:13])[CH3:11])[C:6](=[O:16])[NH:5]1)[CH:2]=C.[O:24]=[O+][O-].[BH4-].[Na+]. (5) The reactants are: [OH:1][CH2:2][C@H:3]1[CH2:7][C@H:6]([CH3:8])[CH2:5][N:4]1[CH2:9][CH2:10][C:11]#[N:12].C(N(CC)[C:16](=[O:25])[C:17]1[CH:22]=[CH:21][CH:20]=[C:19]([CH3:23])[C:18]=1[CH3:24])C. Given the product [OH:1][CH2:2][C@H:3]1[CH2:7][C@H:6]([CH3:8])[CH2:5][N:4]1[CH2:9][CH2:10][C:11]1[NH:12][C:16](=[O:25])[C:17]2[C:18]([CH:24]=1)=[C:19]([CH3:23])[CH:20]=[CH:21][CH:22]=2, predict the reactants needed to synthesize it. (6) Given the product [Cl-:26].[CH2:1]([C:5]1[CH:10]=[CH:9][C:8]([CH:11]([CH3:25])[C:12]([O:14][CH2:15][CH2:16][NH3+:17])=[O:13])=[CH:7][CH:6]=1)[CH:2]([CH3:4])[CH3:3], predict the reactants needed to synthesize it. The reactants are: [CH2:1]([C:5]1[CH:10]=[CH:9][C:8]([CH:11]([CH3:25])[C:12]([O:14][CH2:15][CH2:16][NH:17]C(OC(C)(C)C)=O)=[O:13])=[CH:7][CH:6]=1)[CH:2]([CH3:4])[CH3:3].[ClH:26]. (7) Given the product [CH3:1][O:2][C:3]1[CH:8]=[CH:7][C:6]([CH2:9][CH2:10][CH2:11][C:12]([OH:17])=[O:13])=[CH:5][C:4]=1[CH3:14], predict the reactants needed to synthesize it. The reactants are: [CH3:1][O:2][C:3]1[CH:8]=[CH:7][C:6]([CH2:9][CH2:10][CH2:11][CH2:12][OH:13])=[CH:5][C:4]=1[CH3:14].CC(C)=[O:17].OS(O)(=O)=O.O=[Cr](=O)=O. (8) Given the product [CH2:17]([O:21][C:22]1[C:31]2[C:26](=[CH:27][CH:28]=[C:29](/[CH:32]=[CH:9]/[C:10]([O:12][CH2:13][CH3:14])=[O:11])[CH:30]=2)[C:25](=[O:34])[N:24]([CH2:35][CH:36]([CH3:38])[CH3:37])[C:23]=1[CH2:39][NH:40][C:41]([O:42][C:43]([CH3:46])([CH3:45])[CH3:44])=[O:47])[CH2:18][CH2:19][CH3:20], predict the reactants needed to synthesize it. The reactants are: C(OP([CH2:9][C:10]([O:12][CH2:13][CH3:14])=[O:11])(OCC)=O)C.[H-].[Na+].[CH2:17]([O:21][C:22]1[C:31]2[C:26](=[CH:27][CH:28]=[C:29]([CH:32]=O)[CH:30]=2)[C:25](=[O:34])[N:24]([CH2:35][CH:36]([CH3:38])[CH3:37])[C:23]=1[CH2:39][NH:40][C:41](=[O:47])[O:42][C:43]([CH3:46])([CH3:45])[CH3:44])[CH2:18][CH2:19][CH3:20].O. (9) Given the product [Cl:11][C:12]1[C:7]([C:4]([F:1])([F:6])[F:5])=[N:16][CH:15]=[CH:14][N:13]=1, predict the reactants needed to synthesize it. The reactants are: [F-:1].[K+].Cl[C:4]([C:7](OC)=O)([F:6])[F:5].[Cl:11][C:12]1C(I)=[N:16][CH:15]=[CH:14][N:13]=1. (10) Given the product [CH2:21]([N:17]1[CH2:18][CH2:19][O:20][CH:15]([C:12]2[CH:11]=[CH:10][C:9]([OH:8])=[CH:14][CH:13]=2)[CH2:16]1)[CH2:22][CH3:23], predict the reactants needed to synthesize it. The reactants are: C([O:8][C:9]1[CH:14]=[CH:13][C:12]([CH:15]2[O:20][CH2:19][CH2:18][N:17]([CH2:21][CH2:22][CH3:23])[CH2:16]2)=[CH:11][CH:10]=1)C1C=CC=CC=1.C([O-])=O.[NH4+].